Dataset: Full USPTO retrosynthesis dataset with 1.9M reactions from patents (1976-2016). Task: Predict the reactants needed to synthesize the given product. (1) Given the product [CH3:1][C:2]1[CH:3]=[CH:4][C:5]([C:8]2[O:12][N:11]=[CH:10][C:9]=2[C:13]([N:20]2[CH2:19][CH2:18][C:17]([C:23]3[CH:28]=[CH:27][CH:26]=[CH:25][CH:24]=3)([OH:16])[CH2:22][CH2:21]2)=[O:15])=[CH:6][CH:7]=1, predict the reactants needed to synthesize it. The reactants are: [CH3:1][C:2]1[CH:7]=[CH:6][C:5]([C:8]2[O:12][N:11]=[CH:10][C:9]=2[C:13]([OH:15])=O)=[CH:4][CH:3]=1.[OH:16][C:17]1([C:23]2[CH:28]=[CH:27][CH:26]=[CH:25][CH:24]=2)[CH2:22][CH2:21][NH:20][CH2:19][CH2:18]1. (2) Given the product [Br:1][C:2]1[C:3]([N:9]2[CH2:14][CH2:13][O:12][CH2:11][CH:10]2[C:15]([NH:46][CH:43]2[CH2:44][CH2:45][O:40][CH2:41][CH2:42]2)=[O:17])=[N:4][C:5]([Cl:8])=[N:6][CH:7]=1, predict the reactants needed to synthesize it. The reactants are: [Br:1][C:2]1[C:3]([N:9]2[CH2:14][CH2:13][O:12][CH2:11][CH:10]2[C:15]([OH:17])=O)=[N:4][C:5]([Cl:8])=[N:6][CH:7]=1.ON1C2C=CC=CC=2N=N1.Cl.C(N=C=NCCCN(C)C)C.[O:40]1[CH2:45][CH2:44][CH:43]([NH2:46])[CH2:42][CH2:41]1. (3) Given the product [F:1][C:2]([F:7])([F:6])[C:3]([OH:5])=[O:4].[NH2:28][C:23]1[CH:22]=[C:21]2[C:26]([CH:27]=[C:19]([C:17]([NH:16][CH2:15][C:12]3[CH:13]=[CH:14][C:9]([Cl:8])=[C:10]([O:37][C:38]4[CH:43]=[C:42]([C:44]#[N:45])[CH:41]=[C:40]([Cl:46])[CH:39]=4)[C:11]=3[F:36])=[O:18])[NH:20]2)=[CH:25][CH:24]=1, predict the reactants needed to synthesize it. The reactants are: [F:1][C:2]([F:7])([F:6])[C:3]([OH:5])=[O:4].[Cl:8][C:9]1[CH:14]=[CH:13][C:12]([CH2:15][NH:16][C:17]([C:19]2[NH:20][C:21]3[C:26]([CH:27]=2)=[CH:25][CH:24]=[C:23]([NH:28]C(=O)OC(C)(C)C)[CH:22]=3)=[O:18])=[C:11]([F:36])[C:10]=1[O:37][C:38]1[CH:43]=[C:42]([C:44]#[N:45])[CH:41]=[C:40]([Cl:46])[CH:39]=1. (4) Given the product [OH:2][C:3]1[CH:8]=[CH:7][C:6]([CH:9]2[CH2:14][CH2:13][N:12]([CH2:15][CH2:16][CH2:17][C:18]3[NH:27][C:26](=[O:28])[C:25]4[C:20](=[CH:21][CH:22]=[CH:23][CH:24]=4)[N:19]=3)[CH2:11][CH2:10]2)=[CH:5][CH:4]=1, predict the reactants needed to synthesize it. The reactants are: C[O:2][C:3]1[CH:8]=[CH:7][C:6]([CH:9]2[CH2:14][CH2:13][N:12]([CH2:15][CH2:16][CH2:17][C:18]3[NH:27][C:26](=[O:28])[C:25]4[C:20](=[CH:21][CH:22]=[CH:23][CH:24]=4)[N:19]=3)[CH2:11][CH2:10]2)=[CH:5][CH:4]=1. (5) The reactants are: [C:1]([CH2:3][C:4]1([N:17]2[CH:21]=[C:20]([C:22]3[CH:27]=[CH:26][N:25]=[C:24]4[NH:28][CH:29]=[CH:30][C:23]=34)[CH:19]=[N:18]2)[CH2:7][N:6]([C:8]2[N:9]=[CH:10][C:11]([C:14](O)=[O:15])=[N:12][CH:13]=2)[CH2:5]1)#[N:2].Cl.[CH:32]1([C@H:35]([NH2:40])[C:36]([F:39])([F:38])[F:37])[CH2:34][CH2:33]1.F[P-](F)(F)(F)(F)F.N1(O[P+](N(C)C)(N(C)C)N(C)C)C2C=CC=CC=2N=N1.C(N(CC)CC)C. Given the product [C:1]([CH2:3][C:4]1([N:17]2[CH:21]=[C:20]([C:22]3[CH:27]=[CH:26][N:25]=[C:24]4[NH:28][CH:29]=[CH:30][C:23]=34)[CH:19]=[N:18]2)[CH2:5][N:6]([C:8]2[N:9]=[CH:10][C:11]([C:14]([NH:40][C@@H:35]([CH:32]3[CH2:34][CH2:33]3)[C:36]([F:39])([F:38])[F:37])=[O:15])=[N:12][CH:13]=2)[CH2:7]1)#[N:2], predict the reactants needed to synthesize it. (6) Given the product [CH:11]1([CH:10]([NH:17][C:18]2[CH:23]=[CH:22][C:21]([C:24]([N:26]([CH3:34])[CH2:27][CH2:28][C:29]([O:31][CH2:32][CH3:33])=[O:30])=[O:25])=[CH:20][CH:19]=2)[C:8]2[O:9][C:5]3[CH:4]=[CH:3][C:2]([NH:1][S:43]([C:37]4[CH:42]=[CH:41][CH:40]=[CH:39][CH:38]=4)(=[O:45])=[O:44])=[CH:36][C:6]=3[C:7]=2[CH3:35])[CH2:12][CH2:13][CH2:14][CH2:15][CH2:16]1, predict the reactants needed to synthesize it. The reactants are: [NH2:1][C:2]1[CH:3]=[CH:4][C:5]2[O:9][C:8]([CH:10]([NH:17][C:18]3[CH:23]=[CH:22][C:21]([C:24]([N:26]([CH3:34])[CH2:27][CH2:28][C:29]([O:31][CH2:32][CH3:33])=[O:30])=[O:25])=[CH:20][CH:19]=3)[CH:11]3[CH2:16][CH2:15][CH2:14][CH2:13][CH2:12]3)=[C:7]([CH3:35])[C:6]=2[CH:36]=1.[C:37]1([S:43](Cl)(=[O:45])=[O:44])[CH:42]=[CH:41][CH:40]=[CH:39][CH:38]=1.[Cl-].[NH4+]. (7) The reactants are: Cl[P:2]([O:5][C:6]1[CH:11]=[CH:10][CH:9]=[CH:8][C:7]=1[CH2:12][CH2:13][C:14]([O:16][CH3:17])=[O:15])(Cl)=[O:3].[ClH:18].[CH3:19][O:20][C:21](=[O:25])[C@H:22]([CH3:24])[NH2:23].[CH2:26](N(CC)CC)C.C1COCC1. Given the product [Cl:18][C:8]1[C:7]([CH2:12][CH2:13][C:14]([O:16][CH3:17])=[O:15])=[C:6]([CH:11]=[CH:10][CH:9]=1)[O:5][P:2](=[N:23][C@H:22]([CH3:24])[C:21]([O:20][CH2:19][CH3:26])=[O:25])=[O:3], predict the reactants needed to synthesize it. (8) The reactants are: [F:1][C:2]([F:24])([F:23])[C:3]1[CH:4]=[C:5]([CH:16]=[C:17]([C:19]([F:22])([F:21])[F:20])[CH:18]=1)[CH2:6][N:7]1[C:11]([Cl:12])=[C:10]([C:13](O)=[O:14])[N:9]=[N:8]1.[Cl:25][C:26]1[CH:34]=[CH:33][CH:32]=[CH:31][C:27]=1[CH2:28][NH:29][CH3:30].CCN=C=NCCCN(C)C. Given the product [Cl:25][C:26]1[CH:34]=[CH:33][CH:32]=[CH:31][C:27]=1[CH2:28][N:29]([CH3:30])[C:13]([C:10]1[N:9]=[N:8][N:7]([CH2:6][C:5]2[CH:4]=[C:3]([C:2]([F:1])([F:23])[F:24])[CH:18]=[C:17]([C:19]([F:20])([F:22])[F:21])[CH:16]=2)[C:11]=1[Cl:12])=[O:14], predict the reactants needed to synthesize it. (9) Given the product [CH2:3]([O:5][C:6]([C:8]1[N:9]([CH2:23][C:24]#[N:25])[C:10]2[C:15]([CH:16]=1)=[CH:14][C:13]([O:17][C:18]([F:21])([F:19])[F:20])=[CH:12][CH:11]=2)=[O:7])[CH3:4], predict the reactants needed to synthesize it. The reactants are: [H-].[Na+].[CH2:3]([O:5][C:6]([C:8]1[NH:9][C:10]2[C:15]([CH:16]=1)=[CH:14][C:13]([O:17][C:18]([F:21])([F:20])[F:19])=[CH:12][CH:11]=2)=[O:7])[CH3:4].Cl[CH2:23][C:24]#[N:25].O.